From a dataset of NCI-60 drug combinations with 297,098 pairs across 59 cell lines. Regression. Given two drug SMILES strings and cell line genomic features, predict the synergy score measuring deviation from expected non-interaction effect. Drug 1: C1CN1C2=NC(=NC(=N2)N3CC3)N4CC4. Drug 2: CC1=C(N=C(N=C1N)C(CC(=O)N)NCC(C(=O)N)N)C(=O)NC(C(C2=CN=CN2)OC3C(C(C(C(O3)CO)O)O)OC4C(C(C(C(O4)CO)O)OC(=O)N)O)C(=O)NC(C)C(C(C)C(=O)NC(C(C)O)C(=O)NCCC5=NC(=CS5)C6=NC(=CS6)C(=O)NCCC[S+](C)C)O. Cell line: HOP-62. Synergy scores: CSS=70.9, Synergy_ZIP=0.650, Synergy_Bliss=0.425, Synergy_Loewe=-5.85, Synergy_HSA=5.64.